Dataset: Full USPTO retrosynthesis dataset with 1.9M reactions from patents (1976-2016). Task: Predict the reactants needed to synthesize the given product. Given the product [CH3:1][C:2]1[S:3][C:4]2[CH:10]([C:22]#[N:23])[CH2:9][CH2:8][CH2:7][C:5]=2[N:6]=1, predict the reactants needed to synthesize it. The reactants are: [CH3:1][C:2]1[S:3][C:4]2[C:10](=O)[CH2:9][CH2:8][CH2:7][C:5]=2[N:6]=1.CC1C=CC(S([CH2:22][N+:23]#[C-])(=O)=O)=CC=1.C(O)C.CC([O-])(C)C.[K+].